Predict the reaction yield, written as a fraction of the theoretical maximum amount of product (1.0 means a 100% yield; for example, 0.34 means a 34% yield). From a dataset of Reaction yield outcomes from USPTO patents with 853,638 reactions. (1) The reactants are [F:1][C:2]1[CH:7]=[CH:6][C:5]([OH:8])=[CH:4][CH:3]=1.[H-].[Na+].[N:11]1[C:18]([Cl:19])=[N:17][C:15](Cl)=[N:14][C:12]=1[Cl:13].[NH4+].[Cl-]. The catalyst is O1CCCC1. The product is [Cl:13][C:12]1[N:11]=[C:18]([Cl:19])[N:17]=[C:15]([O:8][C:5]2[CH:6]=[CH:7][C:2]([F:1])=[CH:3][CH:4]=2)[N:14]=1. The yield is 0.580. (2) The yield is 0.800. The catalyst is C1COCC1.CO.O. The reactants are [F:1][C:2]1[CH:11]=[CH:10][CH:9]=[C:8]2[C:3]=1[CH:4]=[C:5]([C:16]([O:18]CC)=[O:17])[CH:6]([C:12]([F:15])([F:14])[F:13])[O:7]2.[OH-].[Li+].Cl. The product is [F:1][C:2]1[CH:11]=[CH:10][CH:9]=[C:8]2[C:3]=1[CH:4]=[C:5]([C:16]([OH:18])=[O:17])[CH:6]([C:12]([F:15])([F:14])[F:13])[O:7]2. (3) The reactants are [OH-].[Na+].[SH:3][CH2:4][CH2:5][OH:6].Cl[C:8]1[C:13]([N:14]2[CH2:19][CH2:18][N:17]([C:20]([O:22][C:23]([CH3:26])([CH3:25])[CH3:24])=[O:21])[CH2:16][CH2:15]2)=[N:12][CH:11]=[CH:10][N:9]=1. The catalyst is O.O1CCOCC1. The product is [OH:6][CH2:5][CH2:4][S:3][C:8]1[C:13]([N:14]2[CH2:15][CH2:16][N:17]([C:20]([O:22][C:23]([CH3:26])([CH3:25])[CH3:24])=[O:21])[CH2:18][CH2:19]2)=[N:12][CH:11]=[CH:10][N:9]=1. The yield is 0.650. (4) The reactants are [C:1]([C:5]1[CH:10]=[CH:9][C:8]([C:11]2[N:15]([CH3:16])[N:14]=[C:13]([C:17](=O)[CH3:18])[C:12]=2[OH:20])=[CH:7][CH:6]=1)([CH3:4])([CH3:3])[CH3:2].[NH:21]([C:23]([NH:25][C:26]1[CH:34]=[CH:33][C:29]([C:30]([OH:32])=[O:31])=[CH:28][CH:27]=1)=[S:24])[NH2:22].CN(C)C=O. The catalyst is Cl.O. The product is [C:1]([C:5]1[CH:10]=[CH:9][C:8]([C:11]2[N:15]([CH3:16])[N:14]=[C:13]([C:17](=[N:22][NH:21][C:23]([NH:25][C:26]3[CH:34]=[CH:33][C:29]([C:30]([OH:32])=[O:31])=[CH:28][CH:27]=3)=[S:24])[CH3:18])[C:12]=2[OH:20])=[CH:7][CH:6]=1)([CH3:4])([CH3:3])[CH3:2]. The yield is 0.480. (5) The reactants are [O:1]1[CH2:5][CH2:4][O:3][CH:2]1[C:6]1[C:7]([O:13][CH3:14])=[N:8][CH:9]=[CH:10][C:11]=1I.[NH2:15][CH2:16][C@H:17]([C:19]1[CH:24]=[CH:23][CH:22]=[C:21]([Cl:25])[CH:20]=1)[OH:18].C(O)CO.[O-]P([O-])([O-])=O.[K+].[K+].[K+]. The catalyst is CC(O)C.[Cu]I.CO.C(Cl)Cl. The product is [Cl:25][C:21]1[CH:20]=[C:19]([C@H:17]([OH:18])[CH2:16][NH:15][C:11]2[CH:10]=[CH:9][N:8]=[C:7]([O:13][CH3:14])[C:6]=2[CH:2]2[O:3][CH2:4][CH2:5][O:1]2)[CH:24]=[CH:23][CH:22]=1. The yield is 0.380. (6) The reactants are O[CH2:2][CH2:3][O:4][C:5]1[CH:6]=[CH:7][C:8]([C:20]2[NH:29][C:28](=[O:30])[C:27]3[C:22](=[CH:23][C:24]([O:33][CH3:34])=[CH:25][C:26]=3[O:31][CH3:32])[N:21]=2)=[N:9][C:10]=1[C:11]1[CH:16]=[CH:15][C:14]([S:17]([CH3:19])=O)=[CH:13][CH:12]=1.P(Br)(Br)[Br:36]. The catalyst is CN(C=O)C. The product is [Br:36][CH2:2][CH2:3][O:4][C:5]1[CH:6]=[CH:7][C:8]([C:20]2[NH:29][C:28](=[O:30])[C:27]3[C:22](=[CH:23][C:24]([O:33][CH3:34])=[CH:25][C:26]=3[O:31][CH3:32])[N:21]=2)=[N:9][C:10]=1[C:11]1[CH:16]=[CH:15][C:14]([S:17][CH3:19])=[CH:13][CH:12]=1. The yield is 0.420.